This data is from Full USPTO retrosynthesis dataset with 1.9M reactions from patents (1976-2016). The task is: Predict the reactants needed to synthesize the given product. (1) Given the product [CH3:48][O:49][C:50]1[CH:55]=[CH:54][C:53]([C@@H:56]2[N:60]3[CH2:61][CH2:62][N:63]([C:7]([C:6]4[CH:5]=[N:4][C:3]([C:2]([F:1])([F:13])[F:12])=[CH:11][CH:10]=4)=[O:9])[CH2:64][C@@H:59]3[CH2:58][CH2:57]2)=[C:52]([CH3:65])[C:51]=1[CH3:66], predict the reactants needed to synthesize it. The reactants are: [F:1][C:2]([F:13])([F:12])[C:3]1[CH:11]=[CH:10][C:6]([C:7]([OH:9])=O)=[CH:5][N:4]=1.F[P-](F)(F)(F)(F)F.N1(O[P+](N(C)C)(N(C)C)N(C)C)C2C=CC=CC=2N=N1.CCN(CC)CC.[CH3:48][O:49][C:50]1[CH:55]=[CH:54][C:53]([C@@H:56]2[N:60]3[CH2:61][CH2:62][NH:63][CH2:64][C@@H:59]3[CH2:58][CH2:57]2)=[C:52]([CH3:65])[C:51]=1[CH3:66]. (2) The reactants are: [CH:1]1([NH:7][C:8](=[O:18])[C@H:9]([CH2:11][C:12]2[CH:17]=[CH:16][CH:15]=[CH:14][CH:13]=2)[NH2:10])[CH2:6][CH2:5][CH2:4][CH2:3][CH2:2]1.[CH2:19]1[CH2:25][S:22](=[O:24])(=[O:23])[O:21][CH2:20]1. Given the product [CH2:11]([C@H:9]([NH:10][CH2:20][CH2:19][CH2:25][S:22]([OH:24])(=[O:23])=[O:21])[C:8]([NH:7][CH:1]1[CH2:6][CH2:5][CH2:4][CH2:3][CH2:2]1)=[O:18])[C:12]1[CH:13]=[CH:14][CH:15]=[CH:16][CH:17]=1, predict the reactants needed to synthesize it. (3) Given the product [OH:36][C@@H:34]([C@@:11]1([CH3:33])[C@H:12]([C:14]2[CH:19]=[CH:18][C:17]([O:20][CH3:21])=[C:16]([O:22][CH:23]3[CH2:24][N:25]([C:27]4[CH:32]=[CH:31][CH:30]=[CH:29][N:28]=4)[CH2:26]3)[CH:15]=2)[CH2:13][N:9]([C:7](=[O:8])[C@@H:5]([OH:6])[CH2:4][OH:3])[CH2:10]1)[CH3:35], predict the reactants needed to synthesize it. The reactants are: CC1(C)[O:6][C@H:5]([C:7]([N:9]2[CH2:13][C@@H:12]([C:14]3[CH:19]=[CH:18][C:17]([O:20][CH3:21])=[C:16]([O:22][CH:23]4[CH2:26][N:25]([C:27]5[CH:32]=[CH:31][CH:30]=[CH:29][N:28]=5)[CH2:24]4)[CH:15]=3)[C@@:11]([C@H:34]([OH:36])[CH3:35])([CH3:33])[CH2:10]2)=[O:8])[CH2:4][O:3]1.Cl. (4) Given the product [CH2:7]([C:8]1[N:21]2[CH2:20][CH2:19][CH2:18][CH2:17][CH2:16][CH2:15][C:14]2=[N:11][N:10]=1)[C:1]1[CH:6]=[CH:5][CH:4]=[CH:3][CH:2]=1, predict the reactants needed to synthesize it. The reactants are: [C:1]1([CH2:7][C:8]([NH:10][NH2:11])=O)[CH:6]=[CH:5][CH:4]=[CH:3][CH:2]=1.CO[C:14]1[CH2:15][CH2:16][CH2:17][CH2:18][CH2:19][CH2:20][N:21]=1. (5) Given the product [C:1]([C:5]1[CH:6]=[C:7]2[C:12](=[CH:13][CH:14]=1)[C:11](=[O:15])[N:10]([C:16]1[CH:26]=[CH:25][CH:24]=[C:23]([C:27]3[CH:32]=[C:31]([NH:33][C:34]4[CH:39]=[CH:38][C:37]([O:40][C:41]([CH3:48])([CH3:49])[CH2:42][NH:43][CH2:44][CH2:45][CH2:46][OH:47])=[CH:36][N:35]=4)[C:30](=[O:50])[N:29]([CH3:51])[N:28]=3)[C:17]=1[CH2:18][OH:19])[N:9]=[CH:8]2)([CH3:2])([CH3:3])[CH3:4], predict the reactants needed to synthesize it. The reactants are: [C:1]([C:5]1[CH:6]=[C:7]2[C:12](=[CH:13][CH:14]=1)[C:11](=[O:15])[N:10]([C:16]1[CH:26]=[CH:25][CH:24]=[C:23]([C:27]3[CH:32]=[C:31]([NH:33][C:34]4[CH:39]=[CH:38][C:37]([O:40][C:41]([CH3:49])([CH3:48])[CH2:42][NH:43][CH2:44][CH2:45][CH2:46][OH:47])=[CH:36][N:35]=4)[C:30](=[O:50])[N:29]([CH3:51])[N:28]=3)[C:17]=1[CH2:18][O:19]C(=O)C)[N:9]=[CH:8]2)([CH3:4])([CH3:3])[CH3:2].C([O-])([O-])=O.[K+].[K+].CO.O.